Dataset: Reaction yield outcomes from USPTO patents with 853,638 reactions. Task: Predict the reaction yield, written as a fraction of the theoretical maximum amount of product (1.0 means a 100% yield; for example, 0.34 means a 34% yield). (1) The reactants are C(O[C:6](=O)[N:7]([C@H:9]1[C@H:13]([C:14]2[CH:19]=[CH:18][CH:17]=[CH:16][CH:15]=2)[CH2:12][N:11]([C:20]([N:22]2[CH2:27][CH2:26][N:25]([S:28]([CH3:31])(=[O:30])=[O:29])[CH2:24][CH2:23]2)=[O:21])[CH2:10]1)C)(C)(C)C.C(O)(C(F)(F)F)=O. The catalyst is C(Cl)Cl. The product is [CH3:31][S:28]([N:25]1[CH2:24][CH2:23][N:22]([C:20]([N:11]2[CH2:12][C@@H:13]([C:14]3[CH:19]=[CH:18][CH:17]=[CH:16][CH:15]=3)[C@H:9]([NH:7][CH3:6])[CH2:10]2)=[O:21])[CH2:27][CH2:26]1)(=[O:30])=[O:29]. The yield is 0.980. (2) The reactants are [C:1]([C:3]1[CH:4]=[CH:5][C:6]([O:9][CH:10]([CH:12]2[CH:16]([C:17]3[CH:22]=[CH:21][C:20]([Cl:23])=[C:19]([Cl:24])[CH:18]=3)[CH2:15][N:14]([C:25](Cl)=[O:26])[CH2:13]2)[CH3:11])=[N:7][CH:8]=1)#[N:2].CCN(CC)CC.[NH:35]1[CH2:40][CH2:39][CH:38]([C:41]#[N:42])[CH2:37][CH2:36]1. The catalyst is C(Cl)Cl. The product is [C:41]([CH:38]1[CH2:39][CH2:40][N:35]([C:25]([N:14]2[CH2:15][CH:16]([C:17]3[CH:22]=[CH:21][C:20]([Cl:23])=[C:19]([Cl:24])[CH:18]=3)[CH:12]([CH:10]([O:9][C:6]3[CH:5]=[CH:4][C:3]([C:1]#[N:2])=[CH:8][N:7]=3)[CH3:11])[CH2:13]2)=[O:26])[CH2:36][CH2:37]1)#[N:42]. The yield is 0.690. (3) The reactants are Cl[C:2]1[N:7]=[C:6]([NH:8][C:9]2[CH:13]=[C:12]([CH:14]3[CH2:16][CH2:15]3)[NH:11][N:10]=2)[CH:5]=[CH:4][N:3]=1.[CH3:17][S:18]([C:21]1[CH:26]=[CH:25][C:24](B(O)O)=[CH:23][CH:22]=1)(=[O:20])=[O:19].C1CCC(P(C2CCCCC2)C2CCCCC2)CC1.[O-]P([O-])([O-])=O.[K+].[K+].[K+]. The catalyst is O.O1CCOCC1. The product is [CH:14]1([C:12]2[NH:11][N:10]=[C:9]([NH:8][C:6]3[CH:5]=[CH:4][N:3]=[C:2]([C:24]4[CH:25]=[CH:26][C:21]([S:18]([CH3:17])(=[O:20])=[O:19])=[CH:22][CH:23]=4)[N:7]=3)[CH:13]=2)[CH2:16][CH2:15]1. The yield is 0.0540. (4) The reactants are [CH2:1]([O:3][C:4](=[O:34])[C:5]([NH:27][C:28]([O:30][CH2:31][CH:32]=[CH2:33])=[O:29])([CH2:9][C:10]1[O:14][N:13]=[C:12]([CH:15]2[CH2:19][CH2:18][CH2:17][N:16]2[C:20]([O:22][C:23]([CH3:26])([CH3:25])[CH3:24])=[O:21])[CH:11]=1)C(O)=O)[CH3:2].C(OC(=O)C(NC(OCC=C)=O)(CC1ON=C(C2CCCN2C(OC(C)(C)C)=O)C=1)C(OCC)=O)C. The catalyst is O1CCOCC1. The product is [C:23]([O:22][C:20]([N:16]1[CH2:17][CH2:18][CH2:19][CH:15]1[C:12]1[CH:11]=[C:10]([CH2:9][CH:5]([NH:27][C:28]([O:30][CH2:31][CH:32]=[CH2:33])=[O:29])[C:4]([O:3][CH2:1][CH3:2])=[O:34])[O:14][N:13]=1)=[O:21])([CH3:26])([CH3:25])[CH3:24]. The yield is 0.560.